From a dataset of Reaction yield outcomes from USPTO patents with 853,638 reactions. Predict the reaction yield, written as a fraction of the theoretical maximum amount of product (1.0 means a 100% yield; for example, 0.34 means a 34% yield). (1) The product is [F:30][C:9]([F:8])([F:31])[C:10]1[C:11]([N:16]2[CH2:21][CH2:20][CH:19]([NH2:22])[CH2:18][CH2:17]2)=[N:12][CH:13]=[CH:14][CH:15]=1. The reactants are C(O)(C(F)(F)F)=O.[F:8][C:9]([F:31])([F:30])[C:10]1[C:11]([N:16]2[CH2:21][CH2:20][CH:19]([NH:22]C(=O)OC(C)(C)C)[CH2:18][CH2:17]2)=[N:12][CH:13]=[CH:14][CH:15]=1. The catalyst is C(Cl)Cl. The yield is 0.570. (2) The reactants are [CH2:1]([O:3]CC)C.Br[C:7]1[CH:8]=[CH:9][C:10]([O:13][C:14]2[CH:19]=[CH:18][CH:17]=[C:16]([F:20])[CH:15]=2)=[N:11][CH:12]=1.C([Li])CCC.CN(C)C=O. The catalyst is O. The product is [F:20][C:16]1[CH:15]=[C:14]([CH:19]=[CH:18][CH:17]=1)[O:13][C:10]1[N:11]=[CH:12][C:7]([CH:1]=[O:3])=[CH:8][CH:9]=1. The yield is 0.520. (3) The reactants are [CH2:1]([Sn:5]([CH2:23][CH2:24][CH2:25][CH3:26])([CH2:19][CH2:20][CH2:21][CH3:22])[C:6]1[CH:7]=[C:8]([C:12]2[O:16][C:15]([CH:17]=O)=[CH:14][CH:13]=2)[CH:9]=[CH:10][CH:11]=1)[CH2:2][CH2:3][CH3:4].[NH:27]1[CH:31]=[C:30]([CH2:32][CH2:33][N:34]2[C:38](=[O:39])[CH2:37][NH:36][C:35]2=[S:40])[N:29]=[CH:28]1.N1CCCCC1. The catalyst is ClCCl. The product is [NH:27]1[CH:31]=[C:30]([CH2:32][CH2:33][N:34]2[C:38](=[O:39])/[C:37](=[CH:17]/[C:15]3[O:16][C:12]([C:8]4[CH:9]=[CH:10][CH:11]=[C:6]([Sn:5]([CH2:1][CH2:2][CH2:3][CH3:4])([CH2:23][CH2:24][CH2:25][CH3:26])[CH2:19][CH2:20][CH2:21][CH3:22])[CH:7]=4)=[CH:13][CH:14]=3)/[NH:36][C:35]2=[S:40])[N:29]=[CH:28]1. The yield is 0.459.